From a dataset of Full USPTO retrosynthesis dataset with 1.9M reactions from patents (1976-2016). Predict the reactants needed to synthesize the given product. Given the product [O:32]=[C:33]1[C:44]2[C:45]3[C:37](=[C:38]([C:54]4[CH:55]=[CH:56][CH:57]=[CH:58][CH:59]=4)[NH:39][C:40]=3[CH:41]=[C:42]([N:46]3[C:50](=[O:51])[CH2:49][CH2:48][C:47]3=[O:53])[CH:43]=2)[CH:36]=[N:35][NH:34]1, predict the reactants needed to synthesize it. The reactants are: C(N(CC)CC)C.F[P-](F)(F)(F)(F)F.N1(OC(N(C)C)=[N+](C)C)C2N=CC=CC=2N=N1.[O:32]=[C:33]1[C:44]2[C:45]3[C:37](=[C:38]([C:54]4[CH:59]=[CH:58][CH:57]=[CH:56][CH:55]=4)[NH:39][C:40]=3[CH:41]=[C:42]([NH:46][C:47](=[O:53])[CH2:48][CH2:49][C:50](O)=[O:51])[CH:43]=2)[CH:36]=[N:35][NH:34]1.